From a dataset of Reaction yield outcomes from USPTO patents with 853,638 reactions. Predict the reaction yield, written as a fraction of the theoretical maximum amount of product (1.0 means a 100% yield; for example, 0.34 means a 34% yield). (1) The reactants are [C:1]([O:5][C:6](=[O:22])[N:7]([C@H:9]1[C@H:13]([C:14]2[CH:19]=[CH:18][C:17]([Cl:20])=[C:16]([Cl:21])[CH:15]=2)[CH2:12][NH:11][CH2:10]1)[CH3:8])([CH3:4])([CH3:3])[CH3:2].C(N(C(C)C)C(C)C)C.[CH3:32][S:33]([N:36]1[CH2:41][CH2:40][N:39]([C:42](Cl)=[O:43])[CH2:38][CH2:37]1)(=[O:35])=[O:34]. The catalyst is C(Cl)Cl. The product is [C:1]([O:5][C:6](=[O:22])[N:7]([C@H:9]1[C@H:13]([C:14]2[CH:19]=[CH:18][C:17]([Cl:20])=[C:16]([Cl:21])[CH:15]=2)[CH2:12][N:11]([C:42]([N:39]2[CH2:38][CH2:37][N:36]([S:33]([CH3:32])(=[O:35])=[O:34])[CH2:41][CH2:40]2)=[O:43])[CH2:10]1)[CH3:8])([CH3:4])([CH3:2])[CH3:3]. The yield is 0.660. (2) The reactants are [OH:1][C:2]1[CH:26]=[CH:25][C:5]2[N:6]=[C:7]([C:9]([NH:11][CH:12]3[CH2:17][CH2:16][N:15]([C:18]([O:20][C:21]([CH3:24])([CH3:23])[CH3:22])=[O:19])[CH2:14][CH2:13]3)=[O:10])[O:8][C:4]=2[CH:3]=1.N(C(OC(C)C)=O)=NC(OC(C)C)=O.[F:41][C:42]([F:57])([F:56])[C:43]1[CH:48]=[CH:47][C:46]([N:49]2[CH2:54][CH2:53][CH:52](O)[CH2:51][CH2:50]2)=[CH:45][CH:44]=1.C1(P(C2C=CC=CC=2)C2C=CC=CC=2)C=CC=CC=1. The catalyst is C1(C)C=CC=CC=1. The product is [F:57][C:42]([F:41])([F:56])[C:43]1[CH:44]=[CH:45][C:46]([N:49]2[CH2:54][CH2:53][CH:52]([O:1][C:2]3[CH:26]=[CH:25][C:5]4[N:6]=[C:7]([C:9]([NH:11][CH:12]5[CH2:13][CH2:14][N:15]([C:18]([O:20][C:21]([CH3:22])([CH3:23])[CH3:24])=[O:19])[CH2:16][CH2:17]5)=[O:10])[O:8][C:4]=4[CH:3]=3)[CH2:51][CH2:50]2)=[CH:47][CH:48]=1. The yield is 0.660. (3) The reactants are [Cl:1][C:2]1[C:3](F)=[CH:4][C:5]([F:22])=[C:6]([S:8]([N:11](COCC)[C:12]2[CH:17]=[CH:16][N:15]=[CH:14][N:13]=2)(=[O:10])=[O:9])[CH:7]=1.ClC1C(F)=CC(F)=C(S(/N=C2/N=CN(COCC)C=C/2)(=O)=O)C=1.[Cl:47][C:48]1[CH:53]=[CH:52][C:51]([OH:54])=[C:50]([C:55]2[N:59]([CH3:60])[N:58]=[CH:57][CH:56]=2)[CH:49]=1.C(=O)([O-])[O-].[K+].[K+]. The catalyst is CS(C)=O.C(OCC)(=O)C. The product is [Cl:1][C:2]1[C:3]([O:54][C:51]2[CH:52]=[CH:53][C:48]([Cl:47])=[CH:49][C:50]=2[C:55]2[N:59]([CH3:60])[N:58]=[CH:57][CH:56]=2)=[CH:4][C:5]([F:22])=[C:6]([S:8]([NH:11][C:12]2[CH:17]=[CH:16][N:15]=[CH:14][N:13]=2)(=[O:9])=[O:10])[CH:7]=1. The yield is 0.270. (4) The yield is 0.640. The reactants are [CH2:1]([O:8][C:9]([N:11]1[C:20]2[C:15](=[CH:16][CH:17]=[CH:18][CH:19]=2)[C@H:14]([NH:21][C:22]2[CH:27]=[CH:26][CH:25]=[CH:24][CH:23]=2)[CH2:13][C@@H:12]1[CH3:28])=[O:10])[C:2]1[CH:7]=[CH:6][CH:5]=[CH:4][CH:3]=1.C(N([CH:35]([CH3:37])C)CC)(C)C.ClCCl.C(=O)([O-])[O-:42].[K+].[K+]. The catalyst is O1CCOCC1. The product is [CH2:1]([O:8][C:9]([N:11]1[C:20]2[C:15](=[CH:16][CH:17]=[CH:18][CH:19]=2)[C@H:14]([N:21]([C:35](=[O:42])[CH3:37])[C:22]2[CH:27]=[CH:26][CH:25]=[CH:24][CH:23]=2)[CH2:13][C@@H:12]1[CH3:28])=[O:10])[C:2]1[CH:3]=[CH:4][CH:5]=[CH:6][CH:7]=1. (5) The reactants are [N+:1]([C:4]1[CH:11]=[CH:10][C:7]([CH2:8]Br)=[CH:6][CH:5]=1)([O-:3])=[O:2].[S:12]([O-:15])([O-:14])=[O:13].[Na+:16].[Na+]. The product is [N+:1]([C:4]1[CH:11]=[CH:10][C:7]([CH2:8][S:12]([O-:15])(=[O:14])=[O:13])=[CH:6][CH:5]=1)([O-:3])=[O:2].[Na+:16]. The yield is 0.900. The catalyst is CO.O. (6) The reactants are [NH2:1][C:2]1[CH:7]=[CH:6][CH:5]=[CH:4][CH:3]=1.C1COCC1.[H-].[Na+].F[C:16]1[C:17]([N+:24]([O-:26])=[O:25])=[C:18]([CH:21]=[CH:22][CH:23]=1)[C:19]#[N:20]. The catalyst is O. The product is [N+:24]([C:17]1[C:16]([NH:1][C:2]2[CH:7]=[CH:6][CH:5]=[CH:4][CH:3]=2)=[CH:23][CH:22]=[CH:21][C:18]=1[C:19]#[N:20])([O-:26])=[O:25]. The yield is 0.830. (7) The yield is 0.870. The product is [OH:8][C:9]1[CH:10]=[C:11]2[C:15](=[CH:16][C:17]=1[O:18][CH3:19])[NH:14][CH:13]=[CH:12]2. The catalyst is CO.[Pd]. The reactants are C([O:8][C:9]1[CH:10]=[C:11]2[C:15](=[CH:16][C:17]=1[O:18][CH3:19])[NH:14][CH:13]=[CH:12]2)C1C=CC=CC=1.